From a dataset of Reaction yield outcomes from USPTO patents with 853,638 reactions. Predict the reaction yield, written as a fraction of the theoretical maximum amount of product (1.0 means a 100% yield; for example, 0.34 means a 34% yield). (1) The reactants are [CH3:1][O:2][CH2:3][C@@H:4]1[CH2:8][CH2:7][CH2:6][N:5]1[S:9]([C:12]1[CH:13]=[C:14]2[C:18](=[CH:19][CH:20]=1)[N:17]([CH2:21][CH2:22][C:23]#[N:24])[C:16](=O)[C:15]12[O:30][CH2:29][CH2:28][CH2:27][O:26]1)(=[O:11])=[O:10].N.C1COCC1.[H][H]. The catalyst is [Ni].CCO. The product is [CH3:1][O:2][CH2:3][C@@H:4]1[CH2:8][CH2:7][CH2:6][N:5]1[S:9]([C:12]1[CH:20]=[CH:19][C:18]2[N:17]3[CH2:21][CH2:22][CH2:23][N:24]=[C:16]3[C:15]3([O:26][CH2:27][CH2:28][CH2:29][O:30]3)[C:14]=2[CH:13]=1)(=[O:11])=[O:10]. The yield is 0.145. (2) The reactants are [Br:1][C:2]1[C:3](F)=[C:4]2[C:10]([NH:11][C:12](=[O:17])[CH2:13][CH:14]([CH3:16])[CH3:15])=[CH:9][NH:8][C:5]2=[N:6][CH:7]=1.[NH:19]1[CH2:24][CH2:23][CH2:22][C@@H:21]([NH:25][C:26](=[O:32])[O:27][C:28]([CH3:31])([CH3:30])[CH3:29])[CH2:20]1.C(N(CC)CC)C. The catalyst is CCCCO. The product is [Br:1][C:2]1[C:3]([N:19]2[CH2:24][CH2:23][CH2:22][C@@H:21]([NH:25][C:26](=[O:32])[O:27][C:28]([CH3:30])([CH3:29])[CH3:31])[CH2:20]2)=[C:4]2[C:10]([NH:11][C:12](=[O:17])[CH2:13][CH:14]([CH3:16])[CH3:15])=[CH:9][NH:8][C:5]2=[N:6][CH:7]=1. The yield is 0.390. (3) The reactants are [CH3:1][O:2][C:3]([C:5]1[NH:6][C:7]2[C:12]([C:13](=[O:15])[CH:14]=1)=[CH:11][C:10]([O:16][CH3:17])=[CH:9][C:8]=2[Br:18])=[O:4].[H-].[Na+].[CH3:21][Si:22]([CH3:29])([CH3:28])[CH2:23][CH2:24][O:25][CH2:26]Cl.O. The catalyst is CN1C(=O)CCC1. The product is [CH3:1][O:2][C:3]([C:5]1[CH:14]=[C:13]([O:15][CH2:26][O:25][CH2:24][CH2:23][Si:22]([CH3:29])([CH3:28])[CH3:21])[C:12]2[C:7](=[C:8]([Br:18])[CH:9]=[C:10]([O:16][CH3:17])[CH:11]=2)[N:6]=1)=[O:4]. The yield is 1.00. (4) The reactants are [Cl:1][C:2]1[C:3]([O:12][C:13]2[CH:18]=[C:17]([O:19][CH2:20][CH2:21][O:22][CH3:23])[CH:16]=[CH:15][C:14]=2/[CH:24]=[CH:25]/[C:26](O)=[O:27])=[N:4][CH:5]=[C:6]([C:8]([F:11])([F:10])[F:9])[CH:7]=1.Cl.C(N=C=NCCCN(C)C)C.[C:41]1([CH3:51])[CH:46]=[CH:45][CH:44]=[C:43]([S:47]([NH2:50])(=[O:49])=[O:48])[CH:42]=1.Cl. The catalyst is C(#N)C.CN(C)C1C=CN=CC=1.C(OCC)(=O)C. The product is [Cl:1][C:2]1[C:3]([O:12][C:13]2[CH:18]=[C:17]([O:19][CH2:20][CH2:21][O:22][CH3:23])[CH:16]=[CH:15][C:14]=2/[CH:24]=[CH:25]/[C:26]([NH:50][S:47]([C:43]2[CH:44]=[CH:45][CH:46]=[C:41]([CH3:51])[CH:42]=2)(=[O:48])=[O:49])=[O:27])=[N:4][CH:5]=[C:6]([C:8]([F:9])([F:10])[F:11])[CH:7]=1. The yield is 0.630.